This data is from Full USPTO retrosynthesis dataset with 1.9M reactions from patents (1976-2016). The task is: Predict the reactants needed to synthesize the given product. (1) Given the product [NH2:41][C:42]1([C:46]2[CH:47]=[CH:48][C:49]([C:52]3[C:53]([C:66]4[CH:67]=[CH:68][CH:69]=[CH:70][CH:71]=4)=[CH:54][C:55]4[N:61]([CH3:62])[C:60](=[O:63])[CH2:59][CH2:58][N:57]([CH3:64])[C:56]=4[N:65]=3)=[CH:50][CH:51]=2)[CH2:43][CH2:44][CH2:45]1, predict the reactants needed to synthesize it. The reactants are: N1C=CN=C1CN1C(=O)COC2N=C(C3C=CC(C4(N)CCC4)=CC=3)C(C3C=CC=CC=3)=CC1=2.C(OC(=O)[NH:41][C:42]1([C:46]2[CH:51]=[CH:50][C:49]([C:52]3[C:53]([C:66]4[CH:71]=[CH:70][CH:69]=[CH:68][CH:67]=4)=[CH:54][C:55]4[N:61]([CH3:62])[C:60](=[O:63])[CH2:59][CH2:58][N:57]([CH3:64])[C:56]=4[N:65]=3)=[CH:48][CH:47]=2)[CH2:45][CH2:44][CH2:43]1)(C)(C)C. (2) Given the product [Cl:1][C:2]1[CH:23]=[N:22][C:5]2[N:6]=[C:7]([N:13]3[CH2:21][CH:20]4[CH:15]([N:16]([CH3:24])[CH2:17][CH2:18][CH2:19]4)[CH2:14]3)[C:8]3[N:9]([CH:10]=[N:11][N:12]=3)[C:4]=2[CH:3]=1, predict the reactants needed to synthesize it. The reactants are: [Cl:1][C:2]1[CH:23]=[N:22][C:5]2[N:6]=[C:7]([N:13]3[CH2:21][CH:20]4[CH:15]([NH:16][CH2:17][CH2:18][CH2:19]4)[CH2:14]3)[C:8]3[N:9]([CH:10]=[N:11][N:12]=3)[C:4]=2[CH:3]=1.[CH2:24]=O.[BH4-].[Na+].